Dataset: Reaction yield outcomes from USPTO patents with 853,638 reactions. Task: Predict the reaction yield, written as a fraction of the theoretical maximum amount of product (1.0 means a 100% yield; for example, 0.34 means a 34% yield). (1) The reactants are [Cl:1][C:2]1[N:3]=[C:4]([C:7]([OH:9])=O)[NH:5][N:6]=1.CN(C(ON1N=NC2C=CC=NC1=2)=[N+](C)C)C.F[P-](F)(F)(F)(F)F.C([O:36][C:37](=[O:64])[C@H:38]([CH2:62][OH:63])[CH2:39][C@H:40]([NH:54]C(OC(C)(C)C)=O)[CH2:41][C:42]1[CH:47]=[CH:46][C:45]([C:48]2[CH:53]=[CH:52][CH:51]=[CH:50][CH:49]=2)=[CH:44][CH:43]=1)C.Cl.O1CCOCC1. The catalyst is CN(C=O)C.CC#N. The product is [C:45]1([C:48]2[CH:49]=[CH:50][CH:51]=[CH:52][CH:53]=2)[CH:44]=[CH:43][C:42]([CH2:41][C@@H:40]([NH:54][C:7]([C:4]2[NH:5][N:6]=[C:2]([Cl:1])[N:3]=2)=[O:9])[CH2:39][C@@H:38]([CH2:62][OH:63])[C:37]([OH:64])=[O:36])=[CH:47][CH:46]=1. The yield is 0.950. (2) The reactants are [CH2:1]([N:3]([CH:29]1[CH2:34][CH2:33][O:32][CH2:31][CH2:30]1)[C:4]1[C:20]2[CH2:19][CH:18]=[CH:17][CH2:16][O:15][CH2:14][C:13]3[CH:21]=[C:22]([CH3:27])[N:23]=[C:24]([O:25][CH3:26])[C:12]=3[CH2:11][NH:10][C:9](=[O:28])[C:8]=2[CH:7]=[CH:6][CH:5]=1)[CH3:2].CCO.CCOC(C)=O.C1COCC1. The catalyst is [Pd].C(Cl)Cl. The product is [CH2:1]([N:3]([CH:29]1[CH2:34][CH2:33][O:32][CH2:31][CH2:30]1)[C:4]1[C:20]2[CH2:19][CH2:18][CH2:17][CH2:16][O:15][CH2:14][C:13]3[CH:21]=[C:22]([CH3:27])[N:23]=[C:24]([O:25][CH3:26])[C:12]=3[CH2:11][NH:10][C:9](=[O:28])[C:8]=2[CH:7]=[CH:6][CH:5]=1)[CH3:2]. The yield is 0.990. (3) The product is [CH3:20][O:21][C:22]1[N:27]=[C:26]([NH:28][C:2]2[CH:3]=[CH:4][C:5]3[CH2:6][N:7]([CH3:19])[CH2:8][CH:9]([C:13]4[S:14][C:15]([CH3:18])=[CH:16][N:17]=4)[O:10][C:11]=3[N:12]=2)[CH:25]=[CH:24][C:23]=1[N:29]1[CH:33]=[C:32]([CH3:34])[N:31]=[CH:30]1. The yield is 0.740. The reactants are Cl[C:2]1[CH:3]=[CH:4][C:5]2[CH2:6][N:7]([CH3:19])[CH2:8][CH:9]([C:13]3[S:14][C:15]([CH3:18])=[CH:16][N:17]=3)[O:10][C:11]=2[N:12]=1.[CH3:20][O:21][C:22]1[N:27]=[C:26]([NH2:28])[CH:25]=[CH:24][C:23]=1[N:29]1[CH:33]=[C:32]([CH3:34])[N:31]=[CH:30]1. No catalyst specified. (4) The reactants are [F:1][C:2]1[CH:3]=[CH:4][C:5]([NH:8][C:9](=[O:14])[C:10]([CH3:13])([CH3:12])[CH3:11])=[N:6][CH:7]=1.C([Li])(C)(C)C.C(C1C=CC(S([N:41]=[N+:42]=[N-:43])(=O)=O)=CC=1)CCCCCCCCCCC.[NH4+].[Cl-]. The catalyst is O1CCCC1. The product is [N:41]([C:4]1[C:5]([NH:8][C:9](=[O:14])[C:10]([CH3:11])([CH3:13])[CH3:12])=[N:6][CH:7]=[C:2]([F:1])[CH:3]=1)=[N+:42]=[N-:43]. The yield is 0.420. (5) The reactants are O[CH2:2][C:3]1[CH:12]=[N:11][C:10]2[N:9]3[CH2:13][CH2:14][CH2:15][C@H:8]3[C:7](=[O:16])[NH:6][C:5]=2[CH:4]=1.[F:17][C:18]1[CH:23]=[C:22]([F:24])[CH:21]=[CH:20][C:19]=1[N:25]1[CH2:30][CH2:29][NH:28][CH2:27][CH2:26]1.[I-].C(C[P+](C)(C)C)#N.C(N(CC)C(C)C)(C)C. The catalyst is C(#N)CC.CS(C)=O. The product is [F:17][C:18]1[CH:23]=[C:22]([F:24])[CH:21]=[CH:20][C:19]=1[N:25]1[CH2:26][CH2:27][N:28]([CH2:2][C:3]2[CH:12]=[N:11][C:10]3[N:9]4[CH2:13][CH2:14][CH2:15][C@H:8]4[C:7](=[O:16])[NH:6][C:5]=3[CH:4]=2)[CH2:29][CH2:30]1. The yield is 0.231. (6) The reactants are [N:1]([CH2:4][C:5]1[C:13]2[S:12](=[O:15])(=[O:14])[N:11]=[C:10]([C:16]3[C:17](=[O:32])[N:18]([NH:27][CH2:28][CH:29]4[CH2:31][CH2:30]4)[C:19]4[C:24]([C:25]=3[OH:26])=[CH:23][CH:22]=[CH:21][CH:20]=4)[NH:9][C:8]=2[S:7][CH:6]=1)=[N+]=[N-].C1(P(C2C=CC=CC=2)C2C=CC=CC=2)C=CC=CC=1. The catalyst is N1C=CC=CC=1.[OH-].[NH4+]. The product is [NH2:1][CH2:4][C:5]1[C:13]2[S:12](=[O:14])(=[O:15])[N:11]=[C:10]([C:16]3[C:17](=[O:32])[N:18]([NH:27][CH2:28][CH:29]4[CH2:30][CH2:31]4)[C:19]4[C:24]([C:25]=3[OH:26])=[CH:23][CH:22]=[CH:21][CH:20]=4)[NH:9][C:8]=2[S:7][CH:6]=1. The yield is 0.900. (7) The reactants are C[O:2][C:3](=O)[C:4]1[CH:9]=[CH:8][C:7]([O:10][CH3:11])=[N:6][C:5]=1[CH:12]=[CH2:13].[NH3:15]. The catalyst is CO. The product is [CH3:11][O:10][C:7]1[CH:8]=[CH:9][C:4]2[C:3](=[O:2])[NH:15][CH2:13][CH2:12][C:5]=2[N:6]=1. The yield is 0.630.